Dataset: Forward reaction prediction with 1.9M reactions from USPTO patents (1976-2016). Task: Predict the product of the given reaction. (1) Given the reactants [NH2:1][CH:2]([C:4]1[CH:5]=[CH:6][C:7]2[C:11]([CH3:13])([CH3:12])[O:10][B:9]([OH:14])[C:8]=2[CH:15]=1)[CH3:3].C(Cl)Cl.CCN(CC)CC.[CH3:26][C:27]([O:30][C:31](O[C:31]([O:30][C:27]([CH3:29])([CH3:28])[CH3:26])=[O:32])=[O:32])([CH3:29])[CH3:28], predict the reaction product. The product is: [OH:14][B:9]1[C:8]2[CH:15]=[C:4]([CH:2]([NH:1][C:31](=[O:32])[O:30][C:27]([CH3:29])([CH3:28])[CH3:26])[CH3:3])[CH:5]=[CH:6][C:7]=2[C:11]([CH3:12])([CH3:13])[O:10]1. (2) Given the reactants [NH2:1][CH:2]1[CH2:7][CH2:6][N:5]([C:8]([O:10][C:11]([CH3:14])([CH3:13])[CH3:12])=[O:9])[CH2:4][CH2:3]1.Cl[C:16]1[CH:21]=[CH:20][C:19]([S:22]([NH2:25])(=[O:24])=[O:23])=[CH:18][C:17]=1[N+:26]([O-:28])=[O:27].C(N(CC)CC)C, predict the reaction product. The product is: [C:11]([O:10][C:8]([N:5]1[CH2:4][CH2:3][CH:2]([NH:1][C:16]2[CH:21]=[CH:20][C:19]([S:22](=[O:23])(=[O:24])[NH2:25])=[CH:18][C:17]=2[N+:26]([O-:28])=[O:27])[CH2:7][CH2:6]1)=[O:9])([CH3:14])([CH3:13])[CH3:12]. (3) Given the reactants CC(OC([NH:8][C@H:9]([C:23]([OH:25])=O)[CH2:10][C:11]1[N:15]=[CH:14][N:13](C(OC(C)(C)C)=O)[CH:12]=1)=O)(C)C.C1CCC(NC2CCCCC2)CC1.CC(OC([NH:46][C@H:47]([C:65]([OH:67])=[O:66])[CH2:48][C:49]1[C:57]2[C:52](=[CH:53][CH:54]=[CH:55][CH:56]=2)[N:51](C(OC(C)(C)C)=O)[CH:50]=1)=O)(C)C.F[P-](F)(F)(F)(F)F.N1(O[P+](N(C)C)(N(C)C)N(C)C)C2C=CC=CC=2N=N1.CCN(C(C)C)C(C)C, predict the reaction product. The product is: [CH:55]1[CH:54]=[CH:53][C:52]2[NH:51][CH:50]=[C:49]([CH2:48][C@H:47]([NH:46][C:23]([C@@H:9]([NH2:8])[CH2:10][C:11]3[N:15]=[CH:14][NH:13][CH:12]=3)=[O:25])[C:65]([OH:67])=[O:66])[C:57]=2[CH:56]=1. (4) The product is: [Br:1][C:2]1[CH:3]=[CH:4][C:5]([F:10])=[C:6]([CH:7]=[CH:12][O:13][CH3:14])[CH:9]=1. Given the reactants [Br:1][C:2]1[CH:3]=[CH:4][C:5]([F:10])=[C:6]([CH:9]=1)[CH:7]=O.[Cl-].[CH3:12][O:13][CH2:14][P+](C1C=CC=CC=1)(C1C=CC=CC=1)C1C=CC=CC=1.CCN(P1(N(C)CCCN1)=NC(C)(C)C)CC, predict the reaction product. (5) Given the reactants [Br:1]N1C(=O)CCC1=O.[CH3:9][C@@:10]12[O:22][CH2:21][C:20]3[C:19]([C:23]([F:26])([F:25])[F:24])=[CH:18][CH:17]=[CH:16][C:15]=3[C@@H:14]1[CH2:13][NH:12][CH2:11]2, predict the reaction product. The product is: [Br:1][C:17]1[CH:18]=[C:19]([C:23]([F:24])([F:26])[F:25])[C:20]2[CH2:21][O:22][C@:10]3([CH3:9])[C@H:14]([C:15]=2[CH:16]=1)[CH2:13][NH:12][CH2:11]3.